Dataset: Peptide-MHC class II binding affinity with 134,281 pairs from IEDB. Task: Regression. Given a peptide amino acid sequence and an MHC pseudo amino acid sequence, predict their binding affinity value. This is MHC class II binding data. (1) The peptide sequence is IGEGKVTLRIRNVRF. The MHC is DRB1_0405 with pseudo-sequence DRB1_0405. The binding affinity (normalized) is 0.355. (2) The binding affinity (normalized) is 0.168. The MHC is DRB1_1302 with pseudo-sequence DRB1_1302. The peptide sequence is HAPAAPANPGLI. (3) The peptide sequence is PSPSMGRDIKVQFQS. The MHC is DRB5_0101 with pseudo-sequence DRB5_0101. The binding affinity (normalized) is 0.337. (4) The MHC is DRB4_0101 with pseudo-sequence DRB4_0103. The peptide sequence is GSLKPNCGNKVVVSY. The binding affinity (normalized) is 0.175. (5) The peptide sequence is LQLHVDKAVSGLRSL. The MHC is DRB1_1302 with pseudo-sequence DRB1_1302. The binding affinity (normalized) is 0.633. (6) The peptide sequence is KCNVNHDAEFCDMLR. The MHC is DRB1_0101 with pseudo-sequence DRB1_0101. The binding affinity (normalized) is 0.0955. (7) The peptide sequence is HGRQIRMAKLLGRDP. The MHC is HLA-DQA10301-DQB10302 with pseudo-sequence HLA-DQA10301-DQB10302. The binding affinity (normalized) is 0.174. (8) The peptide sequence is VMYAFTTPL. The MHC is H-2-IAb with pseudo-sequence H-2-IAb. The binding affinity (normalized) is 0.445. (9) The peptide sequence is GELQIVDKIDAAFKN. The MHC is DRB3_0202 with pseudo-sequence DRB3_0202. The binding affinity (normalized) is 0.312. (10) The peptide sequence is KGSNPNYLALLVKFV. The MHC is HLA-DQA10201-DQB10202 with pseudo-sequence HLA-DQA10201-DQB10202. The binding affinity (normalized) is 0.0505.